The task is: Predict the reactants needed to synthesize the given product.. This data is from Full USPTO retrosynthesis dataset with 1.9M reactions from patents (1976-2016). (1) Given the product [Cl:17][C:14]1[CH:15]=[C:16]2[C:11](=[CH:12][CH:13]=1)[NH:10][C:9](=[O:18])[C:8]2=[CH:7][C:5]1[O:6][C:2]([C:33]2[CH:38]=[N:37][C:36]([N:39]3[CH2:40][CH2:41][NH:42][CH2:43][CH2:44]3)=[CH:35][CH:34]=2)=[CH:3][CH:4]=1, predict the reactants needed to synthesize it. The reactants are: Br[C:2]1[O:6][C:5]([CH:7]=[C:8]2[C:16]3[C:11](=[CH:12][CH:13]=[C:14]([Cl:17])[CH:15]=3)[NH:10][C:9]2=[O:18])=[CH:4][CH:3]=1.C([O-])([O-])=O.[Cs+].[Cs+].CC1(C)C(C)(C)OB([C:33]2[CH:34]=[CH:35][C:36]([N:39]3[CH2:44][CH2:43][NH:42][CH2:41][CH2:40]3)=[N:37][CH:38]=2)O1. (2) The reactants are: Br[C:2]1[N:34]=[C:5]2[C:6]([O:32][CH3:33])=[CH:7][C:8]([C:10]([N:12]3[CH:17]([CH2:18][CH2:19][O:20][Si:21]([CH:28]([CH3:30])[CH3:29])([CH:25]([CH3:27])[CH3:26])[CH:22]([CH3:24])[CH3:23])[CH2:16][O:15][CH:14]([CH3:31])[CH2:13]3)=[O:11])=[CH:9][N:4]2[N:3]=1.Cl.[Cl:36][C:37]1[CH:38]=[C:39]([CH:43]([NH2:46])[CH2:44][F:45])[CH:40]=[CH:41][CH:42]=1.CC(C)([O-])C.[Na+].C1(P(C2C=CC=CC=2)C2C3OC4C(=CC=CC=4P(C4C=CC=CC=4)C4C=CC=CC=4)C(C)(C)C=3C=CC=2)C=CC=CC=1. Given the product [Cl:36][C:37]1[CH:38]=[C:39]([CH:43]([NH:46][C:2]2[N:34]=[C:5]3[C:6]([O:32][CH3:33])=[CH:7][C:8]([C:10]([N:12]4[CH:17]([CH2:18][CH2:19][O:20][Si:21]([CH:28]([CH3:30])[CH3:29])([CH:25]([CH3:27])[CH3:26])[CH:22]([CH3:24])[CH3:23])[CH2:16][O:15][CH:14]([CH3:31])[CH2:13]4)=[O:11])=[CH:9][N:4]3[N:3]=2)[CH2:44][F:45])[CH:40]=[CH:41][CH:42]=1, predict the reactants needed to synthesize it.